This data is from Full USPTO retrosynthesis dataset with 1.9M reactions from patents (1976-2016). The task is: Predict the reactants needed to synthesize the given product. (1) Given the product [CH2:1]([O:8][CH2:9][CH2:10][CH2:11][CH2:12][C:18]1[C:19]2[C:20](=[CH:21][CH:22]=[CH:23][CH:24]=2)[C:16](=[O:15])[NH:53][N:52]=1)[C:2]1[CH:3]=[CH:4][CH:5]=[CH:6][CH:7]=1, predict the reactants needed to synthesize it. The reactants are: [CH2:1]([O:8][CH2:9][CH2:10][CH2:11][CH:12]=O)[C:2]1[CH:7]=[CH:6][CH:5]=[CH:4][CH:3]=1.[Br-].[O:15]=[C:16]1[C:20]2[CH:21]=[CH:22][CH:23]=[CH:24][C:19]=2[CH:18]([P+](C2C=CC=CC=2)(C2C=CC=CC=2)C2C=CC=CC=2)O1.C(N(CC)CC)C.O.[NH2:52][NH2:53]. (2) The reactants are: [OH:1][C:2]1[CH:3]=[C:4]([CH:10]=[CH:11][C:12]=1[O:13][CH3:14])[C:5]([O:7][CH2:8][CH3:9])=[O:6].Br[CH2:16][CH2:17][CH2:18][CH2:19][CH2:20][CH2:21][C:22]([O:24][CH2:25][CH3:26])=[O:23].C(=O)([O-])[O-].[K+].[K+]. Given the product [CH2:25]([O:24][C:22](=[O:23])[CH2:21][CH2:20][CH2:19][CH2:18][CH2:17][CH2:16][O:1][C:2]1[CH:3]=[C:4]([CH:10]=[CH:11][C:12]=1[O:13][CH3:14])[C:5]([O:7][CH2:8][CH3:9])=[O:6])[CH3:26], predict the reactants needed to synthesize it. (3) Given the product [Br:33][CH:17]([C:14]1[CH:15]=[N:16][C:11]([C:8]2[CH:9]=[CH:10][C:5]([O:4][CH2:1][CH2:2][CH3:3])=[CH:6][C:7]=2[C:22]([F:24])([F:25])[F:23])=[N:12][CH:13]=1)[C:18]([O:20][CH3:21])=[O:19], predict the reactants needed to synthesize it. The reactants are: [CH2:1]([O:4][C:5]1[CH:10]=[CH:9][C:8]([C:11]2[N:16]=[CH:15][C:14]([CH2:17][C:18]([O:20][CH3:21])=[O:19])=[CH:13][N:12]=2)=[C:7]([C:22]([F:25])([F:24])[F:23])[CH:6]=1)[CH2:2][CH3:3].C1C(=O)N([Br:33])C(=O)C1.CC(N=NC(C#N)(C)C)(C#N)C. (4) Given the product [F:49][C:46]([F:47])([F:48])[C:38]1[CH:37]=[C:36]([CH:41]=[C:40]([C:42]([F:43])([F:44])[F:45])[CH:39]=1)[CH2:35][N:22]([C@@H:12]1[C:13]2=[CH:14][C:15]3[CH2:16][O:17][CH2:18][C:19]=3[CH:20]=[C:21]2[NH:8][CH2:9][CH2:10][CH2:11]1)[C:23]1[N:24]=[N:25][N:26]([CH2:28][CH2:29][OH:30])[N:27]=1, predict the reactants needed to synthesize it. The reactants are: C(OC([N:8]1[C:21]2[C:13](=[CH:14][C:15]3[CH2:16][O:17][CH2:18][C:19]=3[CH:20]=2)[C@@H:12]([N:22]([CH2:35][C:36]2[CH:41]=[C:40]([C:42]([F:45])([F:44])[F:43])[CH:39]=[C:38]([C:46]([F:49])([F:48])[F:47])[CH:37]=2)[C:23]2[N:24]=[N:25][N:26]([CH2:28][CH2:29][O:30]C(C)(C)C)[N:27]=2)[CH2:11][CH2:10][CH2:9]1)=O)(C)(C)C.C(=O)([O-])[O-].[Na+].[Na+]. (5) Given the product [N:16]1([C:9]([O:11][C:12]([CH3:13])([CH3:14])[CH3:15])=[O:10])[CH2:20][CH:19]=[CH:18][CH2:17]1, predict the reactants needed to synthesize it. The reactants are: [C:9](O[C:9]([O:11][C:12]([CH3:15])([CH3:14])[CH3:13])=[O:10])([O:11][C:12]([CH3:15])([CH3:14])[CH3:13])=[O:10].[NH:16]1[CH2:20][CH:19]=[CH:18][CH2:17]1.